Dataset: NCI-60 drug combinations with 297,098 pairs across 59 cell lines. Task: Regression. Given two drug SMILES strings and cell line genomic features, predict the synergy score measuring deviation from expected non-interaction effect. (1) Synergy scores: CSS=-0.460, Synergy_ZIP=-2.85, Synergy_Bliss=-7.10, Synergy_Loewe=-7.83, Synergy_HSA=-9.26. Cell line: NCI-H460. Drug 1: C1=NC2=C(N=C(N=C2N1C3C(C(C(O3)CO)O)F)Cl)N. Drug 2: CC12CCC3C(C1CCC2OP(=O)(O)O)CCC4=C3C=CC(=C4)OC(=O)N(CCCl)CCCl.[Na+]. (2) Drug 1: CC1=C(C=C(C=C1)C(=O)NC2=CC(=CC(=C2)C(F)(F)F)N3C=C(N=C3)C)NC4=NC=CC(=N4)C5=CN=CC=C5. Drug 2: CCC1=C2CN3C(=CC4=C(C3=O)COC(=O)C4(CC)O)C2=NC5=C1C=C(C=C5)O. Cell line: K-562. Synergy scores: CSS=54.3, Synergy_ZIP=5.56, Synergy_Bliss=6.24, Synergy_Loewe=-10.1, Synergy_HSA=-9.14. (3) Drug 1: CC12CCC(CC1=CCC3C2CCC4(C3CC=C4C5=CN=CC=C5)C)O. Drug 2: CC1C(C(CC(O1)OC2CC(OC(C2O)C)OC3=CC4=CC5=C(C(=O)C(C(C5)C(C(=O)C(C(C)O)O)OC)OC6CC(C(C(O6)C)O)OC7CC(C(C(O7)C)O)OC8CC(C(C(O8)C)O)(C)O)C(=C4C(=C3C)O)O)O)O. Cell line: CAKI-1. Synergy scores: CSS=52.6, Synergy_ZIP=22.4, Synergy_Bliss=19.9, Synergy_Loewe=23.5, Synergy_HSA=22.4. (4) Drug 1: COC1=CC(=CC(=C1O)OC)C2C3C(COC3=O)C(C4=CC5=C(C=C24)OCO5)OC6C(C(C7C(O6)COC(O7)C8=CC=CS8)O)O. Drug 2: CC1CCCC2(C(O2)CC(NC(=O)CC(C(C(=O)C(C1O)C)(C)C)O)C(=CC3=CSC(=N3)C)C)C. Cell line: HCT-15. Synergy scores: CSS=55.4, Synergy_ZIP=2.74, Synergy_Bliss=3.71, Synergy_Loewe=2.82, Synergy_HSA=2.60. (5) Drug 1: CC1=C(C(CCC1)(C)C)C=CC(=CC=CC(=CC(=O)O)C)C. Drug 2: C1=NC2=C(N1)C(=S)N=CN2. Cell line: HCT-15. Synergy scores: CSS=9.18, Synergy_ZIP=5.82, Synergy_Bliss=9.57, Synergy_Loewe=-19.0, Synergy_HSA=-1.30. (6) Drug 1: C1=CC(=CC=C1CCC2=CNC3=C2C(=O)NC(=N3)N)C(=O)NC(CCC(=O)O)C(=O)O. Drug 2: CN(CCCl)CCCl.Cl. Cell line: IGROV1. Synergy scores: CSS=30.9, Synergy_ZIP=0.592, Synergy_Bliss=6.51, Synergy_Loewe=3.28, Synergy_HSA=8.48. (7) Drug 1: C1C(C(OC1N2C=C(C(=O)NC2=O)F)CO)O. Cell line: HOP-92. Synergy scores: CSS=22.8, Synergy_ZIP=-4.85, Synergy_Bliss=-1.53, Synergy_Loewe=-17.1, Synergy_HSA=-1.96. Drug 2: CC(C)(C#N)C1=CC(=CC(=C1)CN2C=NC=N2)C(C)(C)C#N. (8) Drug 1: C1CCN(CC1)CCOC2=CC=C(C=C2)C(=O)C3=C(SC4=C3C=CC(=C4)O)C5=CC=C(C=C5)O. Drug 2: CCC(=C(C1=CC=CC=C1)C2=CC=C(C=C2)OCCN(C)C)C3=CC=CC=C3.C(C(=O)O)C(CC(=O)O)(C(=O)O)O. Cell line: HCT-15. Synergy scores: CSS=6.57, Synergy_ZIP=0.0968, Synergy_Bliss=4.32, Synergy_Loewe=2.07, Synergy_HSA=1.28. (9) Drug 1: C1CC(=O)NC(=O)C1N2CC3=C(C2=O)C=CC=C3N. Drug 2: CNC(=O)C1=NC=CC(=C1)OC2=CC=C(C=C2)NC(=O)NC3=CC(=C(C=C3)Cl)C(F)(F)F. Cell line: LOX IMVI. Synergy scores: CSS=13.3, Synergy_ZIP=-3.02, Synergy_Bliss=-4.13, Synergy_Loewe=-1.99, Synergy_HSA=-1.67. (10) Drug 1: CS(=O)(=O)OCCCCOS(=O)(=O)C. Drug 2: C(CCl)NC(=O)N(CCCl)N=O. Cell line: PC-3. Synergy scores: CSS=14.5, Synergy_ZIP=-4.18, Synergy_Bliss=-0.399, Synergy_Loewe=2.29, Synergy_HSA=2.40.